Dataset: Forward reaction prediction with 1.9M reactions from USPTO patents (1976-2016). Task: Predict the product of the given reaction. (1) Given the reactants C([O:3][C:4]([C:6]1[N:7]=[C:8]([N:11]2[CH2:16][CH2:15][CH:14]([OH:17])[CH2:13][CH2:12]2)[S:9][CH:10]=1)=[O:5])C.[OH-].[Na+].OS([O-])(=O)=O.[Na+], predict the reaction product. The product is: [OH:17][CH:14]1[CH2:15][CH2:16][N:11]([C:8]2[S:9][CH:10]=[C:6]([C:4]([OH:5])=[O:3])[N:7]=2)[CH2:12][CH2:13]1. (2) Given the reactants [Br:1][C:2]1[NH:10][C:9]2[C:8](=[O:11])[N:7]([CH2:12][CH2:13][CH2:14][OH:15])[C:6](=[O:16])[N:5]([CH3:17])[C:4]=2[N:3]=1.Cl[CH2:19][C:20]1[S:21][C:22]([CH3:25])=[CH:23][N:24]=1.C(=O)([O-])[O-].[K+].[K+], predict the reaction product. The product is: [Br:1][C:2]1[N:10]([CH2:19][C:20]2[S:21][C:22]([CH3:25])=[CH:23][N:24]=2)[C:9]2[C:8](=[O:11])[N:7]([CH2:12][CH2:13][CH2:14][OH:15])[C:6](=[O:16])[N:5]([CH3:17])[C:4]=2[N:3]=1. (3) Given the reactants [C:1]([O:5][C:6]([N:8]1[CH2:12][CH2:11][CH2:10][C@H:9]1[CH2:13][NH:14][C:15]1[CH:16]=[C:17]([C:21]2[CH:26]=[CH:25][CH:24]=[CH:23][CH:22]=2)[CH:18]=[CH:19][CH:20]=1)=[O:7])([CH3:4])([CH3:3])[CH3:2].[CH3:27][O:28][C:29]1[CH:30]=[C:31]([CH:35]=[CH:36][C:37]=1[O:38][CH3:39])[C:32](Cl)=[O:33].C(N(CC)CC)C.C(O)(C(F)(F)F)=O, predict the reaction product. The product is: [C:1]([O:5][C:6]([N:8]1[CH2:12][CH2:11][CH2:10][C@H:9]1[CH2:13][N:14]([C:15]1[CH:16]=[C:17]([C:21]2[CH:22]=[CH:23][CH:24]=[CH:25][CH:26]=2)[CH:18]=[CH:19][CH:20]=1)[C:32](=[O:33])[C:31]1[CH:35]=[CH:36][C:37]([O:38][CH3:39])=[C:29]([O:28][CH3:27])[CH:30]=1)=[O:7])([CH3:4])([CH3:2])[CH3:3]. (4) Given the reactants [F:1][C:2]1[C:7]([C:8]2[CH:13]=[CH:12][CH:11]=[C:10]([CH2:14][OH:15])[CH:9]=2)=[CH:6][C:5]([CH2:16][NH:17][C:18]([C:20]2[CH:21]=[C:22]([CH:27]=[CH:28][CH:29]=2)[C:23]([O:25]C)=[O:24])=[O:19])=[CH:4][CH:3]=1.[OH-].[Li+].C1COCC1.Cl, predict the reaction product. The product is: [F:1][C:2]1[C:7]([C:8]2[CH:13]=[CH:12][CH:11]=[C:10]([CH2:14][OH:15])[CH:9]=2)=[CH:6][C:5]([CH2:16][NH:17][C:18]([C:20]2[CH:21]=[C:22]([CH:27]=[CH:28][CH:29]=2)[C:23]([OH:25])=[O:24])=[O:19])=[CH:4][CH:3]=1. (5) Given the reactants [CH3:1][O:2][C:3]1[CH:8]=[CH:7][C:6]([C:9](=O)[CH2:10][C:11]#[N:12])=[CH:5][CH:4]=1.O.[NH2:15][NH2:16], predict the reaction product. The product is: [CH3:1][O:2][C:3]1[CH:8]=[CH:7][C:6]([C:9]2[CH:10]=[C:11]([NH2:12])[NH:16][N:15]=2)=[CH:5][CH:4]=1.